From a dataset of Forward reaction prediction with 1.9M reactions from USPTO patents (1976-2016). Predict the product of the given reaction. (1) Given the reactants [Cl:1][C:2]1[CH:7]=[CH:6][C:5]([N:8]2[C:12]([C:13]3[CH:18]=[CH:17][C:16]([F:19])=[CH:15][CH:14]=3)=[CH:11][N:10]([CH2:20][CH2:21][C:22](O)=[O:23])[C:9]2=[S:25])=[CH:4][CH:3]=1.[NH:26]1[CH2:31][CH2:30]O[CH2:28][CH2:27]1, predict the reaction product. The product is: [Cl:1][C:2]1[CH:3]=[CH:4][C:5]([N:8]2[C:12]([C:13]3[CH:18]=[CH:17][C:16]([F:19])=[CH:15][CH:14]=3)=[CH:11][N:10]([CH2:20][CH2:21][C:22]([N:26]3[CH2:31][CH2:30][CH2:28][CH2:27]3)=[O:23])[C:9]2=[S:25])=[CH:6][CH:7]=1. (2) Given the reactants O.[NH2:2][CH2:3][C:4]1[CH:32]=[CH:31][C:7]2[N:8]([CH2:26][CH2:27][CH:28]([CH3:30])[CH3:29])[C:9]([CH2:11][N:12]3[C:21]4[C:16](=[CH:17][CH:18]=[CH:19][CH:20]=4)[CH2:15][N:14]([CH:22]4[CH2:24][CH2:23]4)[C:13]3=[O:25])=[N:10][C:6]=2[CH:5]=1, predict the reaction product. The product is: [NH2:2][CH2:3][C:4]1[CH:32]=[CH:31][C:7]2[N:8]([CH2:26][CH2:27][CH:28]([CH3:29])[CH3:30])[C:9]([CH2:11][N:12]3[C:21]4[C:16](=[CH:17][CH:18]=[CH:19][CH:20]=4)[CH2:15][N:14]([CH:22]4[CH2:23][CH2:24]4)[C:13]3=[O:25])=[N:10][C:6]=2[CH:5]=1. (3) Given the reactants COC(=O)[CH2:4][NH:5][C:6](=[O:37])[C:7]1[CH:12]=[C:11]([Cl:13])[C:10]([O:14][C:15]2[CH:20]=[CH:19][N:18]=[CH:17][C:16]=2[C:21]([N:23]2[C:32]3[C:27](=[CH:28][CH:29]=[CH:30][CH:31]=3)[N:26]([CH:33]3[CH2:35][CH2:34]3)[CH2:25][CH2:24]2)=[O:22])=[CH:9][C:8]=1[Cl:36].[CH3:39]CCCCCC.[C:46]([O:49][CH2:50]C)(=[O:48])[CH3:47], predict the reaction product. The product is: [CH3:50][O:49][C:46](=[O:48])[CH2:47][CH2:39][CH2:4][NH:5][C:6](=[O:37])[C:7]1[CH:12]=[C:11]([Cl:13])[C:10]([O:14][C:15]2[CH:20]=[CH:19][N:18]=[CH:17][C:16]=2[C:21]([N:23]2[C:32]3[C:27](=[CH:28][CH:29]=[CH:30][CH:31]=3)[N:26]([CH:33]3[CH2:35][CH2:34]3)[CH2:25][CH2:24]2)=[O:22])=[CH:9][C:8]=1[Cl:36]. (4) Given the reactants [NH2:1][C:2]1[CH:10]=[CH:9][CH:8]=[CH:7][C:3]=1[CH2:4][CH2:5][OH:6].[Br:11]Br, predict the reaction product. The product is: [NH2:1][C:2]1[CH:10]=[CH:9][C:8]([Br:11])=[CH:7][C:3]=1[CH2:4][CH2:5][OH:6]. (5) Given the reactants Cl[C:2]1[C:11]2[C:6](=[CH:7][C:8]([O:14][CH2:15][CH2:16][CH2:17][CH:18]3[CH2:23][CH2:22][CH2:21][NH:20][CH2:19]3)=[C:9]([O:12][CH3:13])[CH:10]=2)[N:5]=[CH:4][C:3]=1[C:24]#[N:25].Cl.[CH3:27][CH:28]([O:30][C:31]1[CH:36]=[CH:35][C:34]([NH:37][C:38]([N:40]2[CH2:45][CH2:44][NH:43][CH2:42][CH2:41]2)=[O:39])=[CH:33][CH:32]=1)[CH3:29], predict the reaction product. The product is: [C:24]([C:3]1[CH:4]=[N:5][C:6]2[C:11]([C:2]=1[N:43]1[CH2:42][CH2:41][N:40]([C:38]([NH:37][C:34]3[CH:35]=[CH:36][C:31]([O:30][CH:28]([CH3:29])[CH3:27])=[CH:32][CH:33]=3)=[O:39])[CH2:45][CH2:44]1)=[CH:10][C:9]([O:12][CH3:13])=[C:8]([O:14][CH2:15][CH2:16][CH2:17][CH:18]1[CH2:23][CH2:22][CH2:21][NH:20][CH2:19]1)[CH:7]=2)#[N:25]. (6) The product is: [I:1][C:2]1[CH:3]=[C:4]2[C:8](=[CH:9][CH:10]=1)[NH:7][C:6](=[O:11])[C:5]2=[N:14][NH:13][S:15]([C:18]1[CH:19]=[C:20]([CH:24]=[CH:25][CH:26]=1)[C:21]([OH:23])=[O:22])(=[O:16])=[O:17]. Given the reactants [I:1][C:2]1[CH:3]=[C:4]2[C:8](=[CH:9][CH:10]=1)[NH:7][C:6](=[O:11])[C:5]2=O.[NH:13]([S:15]([C:18]1[CH:19]=[C:20]([CH:24]=[CH:25][CH:26]=1)[C:21]([OH:23])=[O:22])(=[O:17])=[O:16])[NH2:14], predict the reaction product. (7) Given the reactants [NH2:1][C:2]1[C:11]([C:12]([O:14]N2C3C=C(Cl)C=CC=3N=N2)=O)=[C:5]2[N:6]=[CH:7][C:8]([F:10])=[CH:9][N:4]2[N:3]=1.[CH3:25][C:26]1[C:30]([N:31]2[CH2:35][CH2:34][CH2:33][CH2:32]2)=[C:29]([NH2:36])[S:28][N:27]=1, predict the reaction product. The product is: [NH2:1][C:2]1[C:11]([C:12]([NH:36][C:29]2[S:28][N:27]=[C:26]([CH3:25])[C:30]=2[N:31]2[CH2:32][CH2:33][CH2:34][CH2:35]2)=[O:14])=[C:5]2[N:6]=[CH:7][C:8]([F:10])=[CH:9][N:4]2[N:3]=1.